Dataset: Forward reaction prediction with 1.9M reactions from USPTO patents (1976-2016). Task: Predict the product of the given reaction. (1) Given the reactants [C:1]([C:4]1[CH:5]=[N:6][N:7]([C:30]2[CH:37]=[CH:36][C:33]([C:34]#[N:35])=[CH:32][CH:31]=2)[C:8]=1[C:9]1[C:10](=[O:29])[N:11]([CH:26]([CH3:28])[CH3:27])[C:12](=[O:25])[N:13]([C:15]2[CH:20]=[CH:19][CH:18]=[C:17]([C:21]([F:24])([F:23])[F:22])[CH:16]=2)[CH:14]=1)(=[O:3])[CH3:2].[CH3:38][Mg]Cl.O.C(OCC)(=O)C, predict the reaction product. The product is: [OH:3][C:1]([C:4]1[CH:5]=[N:6][N:7]([C:30]2[CH:37]=[CH:36][C:33]([C:34]#[N:35])=[CH:32][CH:31]=2)[C:8]=1[C:9]1[C:10](=[O:29])[N:11]([CH:26]([CH3:28])[CH3:27])[C:12](=[O:25])[N:13]([C:15]2[CH:20]=[CH:19][CH:18]=[C:17]([C:21]([F:22])([F:23])[F:24])[CH:16]=2)[CH:14]=1)([CH3:38])[CH3:2]. (2) Given the reactants [NH2:1][CH2:2][C:3]1[CH:4]=[C:5]([NH:9][CH2:10][C:11]2[CH:16]=[CH:15][CH:14]=[CH:13][CH:12]=2)[CH:6]=[CH:7][CH:8]=1.[N:17]1[C:26]2[C:21](=[CH:22][C:23]([C:27](O)=[O:28])=[CH:24][CH:25]=2)[CH:20]=[CH:19][CH:18]=1.F[P-](F)(F)(F)(F)F.N1([P+](N(C)C)(N(C)C)N(C)C)C2C=CC=CC=2N=N1.C(N(CC)CC)C, predict the reaction product. The product is: [CH2:10]([NH:9][C:5]1[CH:4]=[C:3]([CH:8]=[CH:7][CH:6]=1)[CH2:2][NH:1][C:27]([C:23]1[CH:22]=[C:21]2[C:26](=[CH:25][CH:24]=1)[N:17]=[CH:18][CH:19]=[CH:20]2)=[O:28])[C:11]1[CH:16]=[CH:15][CH:14]=[CH:13][CH:12]=1. (3) Given the reactants [Cl:1][C:2]1[CH:7]=[CH:6][CH:5]=[C:4]([CH:8]([C:10]2[CH:15]=[CH:14][CH:13]=[C:12]([O:16][CH3:17])[C:11]=2[O:18][CH3:19])[OH:9])[C:3]=1[N:20]([CH2:30][C:31]1[CH:36]=[CH:35][C:34]([O:37][CH3:38])=[CH:33][C:32]=1[O:39][CH3:40])[C:21](=[O:29])/[CH:22]=[CH:23]/[C:24]([O:26][CH2:27][CH3:28])=[O:25].C(=O)([O-])[O-].[K+].[K+], predict the reaction product. The product is: [Cl:1][C:2]1[C:3]2[N:20]([CH2:30][C:31]3[CH:36]=[CH:35][C:34]([O:37][CH3:38])=[CH:33][C:32]=3[O:39][CH3:40])[C:21](=[O:29])[C@@H:22]([CH2:23][C:24]([O:26][CH2:27][CH3:28])=[O:25])[O:9][C@H:8]([C:10]3[CH:15]=[CH:14][CH:13]=[C:12]([O:16][CH3:17])[C:11]=3[O:18][CH3:19])[C:4]=2[CH:5]=[CH:6][CH:7]=1.